This data is from Forward reaction prediction with 1.9M reactions from USPTO patents (1976-2016). The task is: Predict the product of the given reaction. (1) Given the reactants C(C1CCNCC1)C1C=CC=CC=1.C([O:16][C:17](=[O:55])[C:18]([CH2:40][CH2:41][N:42]1[CH2:47][CH2:46][CH:45]([CH2:48][C:49]2[CH:54]=[CH:53][CH:52]=[CH:51][CH:50]=2)[CH2:44][CH2:43]1)([NH:32]C(OC(C)(C)C)=O)[CH2:19][CH2:20][CH2:21][CH2:22][B:23]1[O:27]C(C)(C)C(C)(C)[O:24]1)C.[ClH:56], predict the reaction product. The product is: [ClH:56].[ClH:56].[NH2:32][C:18]([CH2:40][CH2:41][N:42]1[CH2:47][CH2:46][CH:45]([CH2:48][C:49]2[CH:54]=[CH:53][CH:52]=[CH:51][CH:50]=2)[CH2:44][CH2:43]1)([CH2:19][CH2:20][CH2:21][CH2:22][B:23]([OH:27])[OH:24])[C:17]([OH:55])=[O:16]. (2) The product is: [CH:1]1([CH2:6][CH:7]([N:11]2[C:16](=[O:17])[CH:15]=[C:14]([O:18][CH2:19][CH:20]3[CH2:21][CH2:22][CH2:23][CH2:24]3)[CH:13]=[N:12]2)[C:8]([NH:25][C:26]2[CH:30]=[CH:29][N:28]([CH2:31][C:32]([OH:34])([CH3:33])[CH3:35])[N:27]=2)=[O:9])[CH2:5][CH2:4][CH2:3][CH2:2]1. Given the reactants [CH:1]1([CH2:6][CH:7]([N:11]2[C:16](=[O:17])[CH:15]=[C:14]([O:18][CH2:19][CH:20]3[CH2:24][CH2:23][CH2:22][CH2:21]3)[CH:13]=[N:12]2)[C:8](O)=[O:9])[CH2:5][CH2:4][CH2:3][CH2:2]1.[NH2:25][C:26]1[CH:30]=[CH:29][N:28]([CH2:31][C:32]([CH3:35])([OH:34])[CH3:33])[N:27]=1, predict the reaction product. (3) Given the reactants [CH2:1]([O:3][C:4]1[C:12]2[C:7](=[N:8][C:9]([C:19]3[O:20][CH:21]=[CH:22][CH:23]=3)=[C:10]([C:13]3[CH:18]=[CH:17][N:16]=[CH:15][N:14]=3)[CH:11]=2)[N:6](CC2C=CC(OC)=CC=2)[N:5]=1)[CH3:2].FC(F)(F)C(O)=O.C1(SC)C=CC=CC=1, predict the reaction product. The product is: [CH2:1]([O:3][C:4]1[C:12]2[C:7](=[N:8][C:9]([C:19]3[O:20][CH:21]=[CH:22][CH:23]=3)=[C:10]([C:13]3[CH:18]=[CH:17][N:16]=[CH:15][N:14]=3)[CH:11]=2)[NH:6][N:5]=1)[CH3:2]. (4) The product is: [CH:22]1([C:19]2[CH:18]=[CH:17][C:16]([C:4]3[CH:3]=[C:2]([NH2:1])[C:11]4[C:6](=[CH:7][CH:8]=[C:9]([NH2:12])[CH:10]=4)[N:5]=3)=[CH:21][CH:20]=2)[CH2:23][CH2:24][CH2:25][CH2:26][CH2:27]1. Given the reactants [NH2:1][C:2]1[C:11]2[C:6](=[CH:7][CH:8]=[C:9]([NH:12]C(=O)C)[CH:10]=2)[N:5]=[C:4]([C:16]2[CH:21]=[CH:20][C:19]([CH:22]3[CH2:27][CH2:26][CH2:25][CH2:24][CH2:23]3)=[CH:18][CH:17]=2)[CH:3]=1.[OH-].[Na+], predict the reaction product. (5) Given the reactants C(N(C(C)C)C(C)C)C.[NH2:10][CH2:11][C:12]1([C:18]([NH:20][CH2:21][C:22]2[O:26][N:25]=[C:24]([Br:27])[CH:23]=2)=[O:19])[CH2:17][CH2:16][NH:15][CH2:14][CH2:13]1.Cl[C:29]1[C:30]2[CH:37]=[CH:36][NH:35][C:31]=2[N:32]=[CH:33][N:34]=1, predict the reaction product. The product is: [NH2:10][CH2:11][C:12]1([C:18]([NH:20][CH2:21][C:22]2[O:26][N:25]=[C:24]([Br:27])[CH:23]=2)=[O:19])[CH2:17][CH2:16][N:15]([C:29]2[C:30]3[CH:37]=[CH:36][NH:35][C:31]=3[N:32]=[CH:33][N:34]=2)[CH2:14][CH2:13]1.